From a dataset of Aqueous solubility values for 9,982 compounds from the AqSolDB database. Regression/Classification. Given a drug SMILES string, predict its absorption, distribution, metabolism, or excretion properties. Task type varies by dataset: regression for continuous measurements (e.g., permeability, clearance, half-life) or binary classification for categorical outcomes (e.g., BBB penetration, CYP inhibition). For this dataset (solubility_aqsoldb), we predict Y. (1) The molecule is O=[N+]([O-])[O-].O=[N+]([O-])[O-].[Mn+2]. The Y is 1.38 log mol/L. (2) The compound is CCCC(C)O. The Y is -0.254 log mol/L. (3) The compound is CCC(Cl)(CC)C(N)=O. The Y is -1.03 log mol/L. (4) The drug is CCCCCCCCCc1cc2ccccc2c(S(=O)(=O)[O-])c1CCCCCCCCC.CCCCCCCCCc1cc2ccccc2c(S(=O)(=O)[O-])c1CCCCCCCCC.[Zn+2]. The Y is -4.79 log mol/L. (5) The molecule is C=CC(=C)Cl. The Y is -2.55 log mol/L. (6) The drug is COP(=O)(OC)OC(=CCl)c1cc(Cl)c(Cl)cc1Cl. The Y is -4.52 log mol/L. (7) The drug is N#CCCCC#N. The Y is 1.03 log mol/L. (8) The compound is CCN(CC)C(=O)SCc1ccccc1Cl. The Y is -4.03 log mol/L.